The task is: Binary Classification. Given a miRNA mature sequence and a target amino acid sequence, predict their likelihood of interaction.. This data is from Experimentally validated miRNA-target interactions with 360,000+ pairs, plus equal number of negative samples. (1) The miRNA is rno-miR-497-5p with sequence CAGCAGCACACUGUGGUUUGUA. The protein sequence of the target gene is MAAELSMGQELPTSPLAMEYVNDFDLLKFDVKKEPLGRAERPGRPCTRLQPAGSVSSTPLSTPCSSVPSSPSFSPTEPKTHLEDLYWMASNYQQMNPEALNLTPEDAVEALIGSHPVPQPLQSFDGFRSAHHHHHHHHPHPHHGYPGAGVTHDDLGQHAHPHHHHHHQASPPPSSAASPAQQLPTSHPGPGPHATAAATAAGGNGSVEDRFSDDQLVSMSVRELNRHLRGFTKDEVIRLKQKRRTLKNRGYAQSCRYKRVQQKHHLENEKTQLIQQVEQLKQEVSRLARERDAYKVKCEK.... Result: 0 (no interaction). (2) The miRNA is hsa-miR-10b-5p with sequence UACCCUGUAGAACCGAAUUUGUG. The protein sequence of the target gene is MEANGLGPQGFPELKNDTFLRAAWGEETDYTPVWCMRQAGRYLPEFRETRAAQDFFSTCRSPEACCELTLQPLRRFPLDAAIIFSDILVVPQALGMEVTMVPGKGPSFPEPLREEQDLERLRDPEVVASELGYVFQAITLTRQRLAGRVPLIGFAGAPWTLMTYMVEGGGSSTMAQAKRWLYQRPQASHQLLRILTDALVPYLVGQVVAGAQALQLFESHAGHLGPQLFNKFALPYIRDVAKQVKARLREAGLAPVPMIIFAKDGHFALEELAQAGYEVVGLDWTVAPKKARECVGKTVT.... Result: 1 (interaction). (3) The miRNA is hsa-miR-889-3p with sequence UUAAUAUCGGACAACCAUUGU. The protein sequence of the target gene is MSWFNASQLSSFAKQALSQAQKSIDRVLDIQEEEPSIWAETIPYGEPGISSPVSGGWDTSTWGLKSNTEPQSPPIASPKAITKPVRRTVVDESENFFSAFLSPTDVQTIQKSPVVSKPPAKSQRPEEEVKSSLHESLHIGQSRTPETTESQVKDSSLCVSGETLAAGTSSPKTEGKHEETVNKESDMKVPTVSLKVSESVIDVKTTMESISNTSTQSLTAETKDIALEPKEQKHEDRQSNTPSPPVSTFSSGTSTTSDIEVLDHESVISESSASSRQETTDSKSSLHLMQTSFQLLSASA.... Result: 0 (no interaction). (4) The miRNA is hsa-miR-34b-3p with sequence CAAUCACUAACUCCACUGCCAU. The protein sequence of the target gene is MGDKIWLPFPVLLLAALPPVLLPGAAGFTPSLDSDFTFTLPAGQKECFYQPMPLKASLEIEYQVLDGAGLDIDFHLASPEGKTLVFEQRKSDGVHTVETEVGDYMFCFDNTFSTISEKVIFFELILDNMGEQAQEQEDWKKYITGTDILDMKLEDILESINSIKSRLSKSGHIQTLLRAFEARDRNIQESNFDRVNFWSMVNLVVMVVVSAIQVYMLKSLFEDKRKSRT. Result: 1 (interaction). (5) The miRNA is hsa-miR-6132 with sequence AGCAGGGCUGGGGAUUGCA. The protein sequence of the target gene is MAAEEPQQQKQEPLGSDSEGVNCLAYDEAIMAQQDRIQQEIAVQNPLVSERLELSVLYKEYAEDDNIYQQKIKDLHKKYSYIRKTRPDGNCFYRAFGFSHLEALLDDSKELQRFKAVSAKSKEDLVSQGFTEFTIEDFHNTFMDLIEQVEKQTSVADLLASFNDQSTSDYLVVYLRLLTSGYLQRESKFFEHFIEGGRTVKEFCQQEVEPMCKESDHIHIIALAQALSVSIQVEYMDRGEGGTTNPHIFPEGSEPKVYLLYRPGHYDILYK. Result: 1 (interaction). (6) The miRNA is hsa-miR-1238-3p with sequence CUUCCUCGUCUGUCUGCCCC. The protein sequence of the target gene is MEFPDHSRHLLQCLSEQRHQGFLCDCTVLVGDAQFRAHRAVLASCSMYFHLFYKDQLDKRDIVHLNSDIVTAPAFALLLEFMYEGKLQFKDLPIEDVLAAASYLHMYDIVKVCKKKLKEKATTEADSTKKEEDASSCSDKVESLSDGSSHMAGDLPSDEDEGEDDKLNILPSKRDLAAEPGNMWMRLPSDAAGIPQAGGEAEPHATAAGKTVASPCSSTESLSQRSVTSVRDSADVDCVLDLSVKSSLSGVENLNSSYFSSQDVLRGNLVQVKVEKEASCDESDVGTNDYDMEHSTVKES.... Result: 0 (no interaction). (7) The miRNA is hsa-miR-181d-5p with sequence AACAUUCAUUGUUGUCGGUGGGU. Result: 1 (interaction). The protein sequence of the target gene is MGARSGARGALLLALLLCWDPRLSQAGTDSGSEVLPDSFPSAPAEPLPYFLQEPQDAYIVKNKPVELRCRAFPATQIYFKCNGEWVSQNDHVTQEGLDEATGLRVREVQIEVSRQQVEELFGLEDYWCQCVAWSSAGTTKSRRAYVRIAYLRKNFDQEPLGKEVPLDHEVLLQCRPPEGVPVAEVEWLKNEDVIDPTQDTNFLLTIDHNLIIRQARLSDTANYTCVAKNIVAKRRSTTATVIVYVNGGWSSWAEWSPCSNRCGRGWQKRTRTCTNPAPLNGGAFCEGQAFQKTACTTICP....